From a dataset of Catalyst prediction with 721,799 reactions and 888 catalyst types from USPTO. Predict which catalyst facilitates the given reaction. (1) Reactant: [Br-].C([O:6][C:7](=[O:54])[C:8]([O:11]/[N:12]=[C:13](/[C:41]1[N:42]=[C:43]([NH:46]C(OC(C)(C)C)=O)[S:44][CH:45]=1)\[C:14]([NH:16][C@@H:17]1[C:20](=[O:21])[N:19]([S:22]([OH:25])(=[O:24])=[O:23])[C@@H:18]1[CH2:26][N:27]1[CH:31]=[C:30]([CH2:32][NH:33][C:34](=[O:40])[CH2:35][N+:36]([CH3:39])([CH3:38])[CH3:37])[N:29]=[N:28]1)=[O:15])([CH3:10])[CH3:9])(C)(C)C.C(O)(C(F)(F)F)=O.C(Cl)Cl.C([SiH](CC)CC)C. Product: [NH2:46][C:43]1[S:44][CH:45]=[C:41](/[C:13](=[N:12]/[O:11][C:8]([C:7]([OH:54])=[O:6])([CH3:9])[CH3:10])/[C:14]([NH:16][C@H:17]2[C@@H:18]([CH2:26][N:27]3[CH:31]=[C:30]([CH2:32][NH:33][C:34](=[O:40])[CH2:35][N+:36]([CH3:37])([CH3:38])[CH3:39])[N:29]=[N:28]3)[N:19]([S:22]([O-:25])(=[O:24])=[O:23])[C:20]2=[O:21])=[O:15])[N:42]=1. The catalyst class is: 2. (2) Reactant: [N:1]1[CH:6]=[CH:5][C:4]([CH:7]=O)=[CH:3][CH:2]=1.[CH2:9]([O:11][CH:12]([O:15][CH2:16][CH3:17])[CH2:13][NH2:14])[CH3:10]. Product: [CH2:9]([O:11][CH:12]([O:15][CH2:16][CH3:17])[CH2:13][N:14]=[CH:7][C:4]1[CH:3]=[CH:2][N:1]=[CH:6][CH:5]=1)[CH3:10]. The catalyst class is: 11.